From a dataset of Reaction yield outcomes from USPTO patents with 853,638 reactions. Predict the reaction yield, written as a fraction of the theoretical maximum amount of product (1.0 means a 100% yield; for example, 0.34 means a 34% yield). The reactants are Br[C:2]1[CH:3]=[C:4]2[C:13](=[CH:14][CH:15]=1)[C:12]1[N:8]([CH:9]=[C:10]([C:16]3[N:20]([CH:21]([CH3:23])[CH3:22])[N:19]=[CH:18][N:17]=3)[N:11]=1)[CH2:7][CH2:6][O:5]2.Cl.[CH:25]([N:28]1[CH2:33][CH2:32][CH:31]([CH:34]2[CH2:38][CH2:37][CH2:36][NH:35]2)[CH2:30][CH2:29]1)([CH3:27])[CH3:26]. The catalyst is C1(C)C=CC=CC=1.CC(C)([P](C(C)(C)C)([Pd][P](C(C)(C)C)(C(C)(C)C)C(C)(C)C)C(C)(C)C)C. The product is [CH:21]([N:20]1[C:16]([C:10]2[N:11]=[C:12]3[C:13]4[CH:14]=[CH:15][C:2]([N:35]5[CH2:36][CH2:37][CH2:38][CH:34]5[CH:31]5[CH2:30][CH2:29][N:28]([CH:25]([CH3:27])[CH3:26])[CH2:33][CH2:32]5)=[CH:3][C:4]=4[O:5][CH2:6][CH2:7][N:8]3[CH:9]=2)=[N:17][CH:18]=[N:19]1)([CH3:23])[CH3:22]. The yield is 0.100.